This data is from Forward reaction prediction with 1.9M reactions from USPTO patents (1976-2016). The task is: Predict the product of the given reaction. (1) Given the reactants C(N(CC)CC)C.N1(O)C2C=CC=CC=2N=N1.[Br:18][C:19]1[CH:24]=[CH:23][C:22]([CH2:25][CH2:26][C:27]([CH3:35])([S:31]([CH3:34])(=[O:33])=[O:32])[C:28]([OH:30])=O)=[CH:21][CH:20]=1.[O:36]1[CH2:41][CH2:40][CH2:39][CH2:38][CH:37]1[O:42][NH2:43].Cl.C(N=C=NCCCN(C)C)C, predict the reaction product. The product is: [Br:18][C:19]1[CH:20]=[CH:21][C:22]([CH2:25][CH2:26][C:27]([CH3:35])([S:31]([CH3:34])(=[O:33])=[O:32])[C:28]([NH:43][O:42][CH:37]2[CH2:38][CH2:39][CH2:40][CH2:41][O:36]2)=[O:30])=[CH:23][CH:24]=1. (2) Given the reactants C([O:4][C:5]1[CH:6]=[C:7]([CH:10]=[CH:11][CH:12]=1)[CH:8]=[O:9])C=C.[CH2:13]1[C@H:22]2[C@@H](CCCC2)CC[CH2:14]1, predict the reaction product. The product is: [CH2:22]([C:6]1[C:5]([OH:4])=[CH:12][CH:11]=[CH:10][C:7]=1[CH:8]=[O:9])[CH:13]=[CH2:14]. (3) Given the reactants [CH3:1][S:2][C:3]1[C:11]2[C:6](=[CH:7][C:8]([NH:12][C:13]([CH:15]3[CH2:18][N:17](C(OC(C)(C)C)=O)[CH2:16]3)=[O:14])=[CH:9][CH:10]=2)[N:5]([C:26]2[CH:31]=[CH:30][CH:29]=[CH:28][CH:27]=2)[N:4]=1.[Cl:32]CCl, predict the reaction product. The product is: [ClH:32].[CH3:1][S:2][C:3]1[C:11]2[C:6](=[CH:7][C:8]([NH:12][C:13]([CH:15]3[CH2:16][NH:17][CH2:18]3)=[O:14])=[CH:9][CH:10]=2)[N:5]([C:26]2[CH:31]=[CH:30][CH:29]=[CH:28][CH:27]=2)[N:4]=1. (4) Given the reactants Br[C:2]1[CH:7]=[CH:6][C:5]([S:8]([NH:11][C:12]2[CH:17]=[C:16]([N:18]3[CH2:23][C@H:22]([CH3:24])[NH:21][C@H:20]([CH3:25])[CH2:19]3)[CH:15]=[CH:14][C:13]=2[O:26][CH3:27])(=[O:10])=[O:9])=[CH:4][C:3]=1[F:28].C(=O)([O-])[O-].[Na+].[Na+].[CH3:35][C:36]1[O:40][C:39](B(O)O)=[CH:38][CH:37]=1.C, predict the reaction product. The product is: [CH3:25][C@H:20]1[NH:21][C@@H:22]([CH3:24])[CH2:23][N:18]([C:16]2[CH:15]=[CH:14][C:13]([O:26][CH3:27])=[C:12]([NH:11][S:8]([C:5]3[CH:6]=[CH:7][C:2]([C:39]4[O:40][C:36]([CH3:35])=[CH:37][CH:38]=4)=[C:3]([F:28])[CH:4]=3)(=[O:10])=[O:9])[CH:17]=2)[CH2:19]1. (5) Given the reactants C[O:2]CCN.[CH3:6][O:7][CH2:8][CH2:9][NH:10][C:11]([C@H:13]1[NH:32][C:31](=[O:33])[C:30]2=[CH:34][C:26](=[C:27]([CH3:36])[CH:28]=[C:29]2[CH3:35])[C:25]2=[CH:37][C:21](=[N:22][C:23]([NH2:38])=[N:24]2)[S:20][CH2:19][CH2:18][C:17](=[O:39])[NH:16][CH2:15][CH2:14]1)=[O:12], predict the reaction product. The product is: [CH3:6][O:7][CH2:8][CH2:9][NH:10][C:11]([C@H:13]1[NH:32][C:31](=[O:33])[C:30]2=[CH:34][C:26](=[C:27]([CH3:36])[CH:28]=[C:29]2[CH3:35])[C:25]2=[CH:37][C:21](=[N:22][C:23]([NH2:38])=[N:24]2)[S:20][CH2:19][CH2:18][C:17](=[O:39])[NH:16][CH2:15][CH2:14]1)=[O:12].[NH2:38][C:23]1[N:22]=[C:21]2[CH:37]=[C:25]([C:26]3[CH:34]=[C:30]([C:31](=[O:33])[NH:32][C@H:13]([C:11]([OH:12])=[O:2])[CH2:14][CH2:15][NH:16][C:17](=[O:39])[CH2:18][CH2:19][S:20]2)[C:29]([CH3:35])=[CH:28][C:27]=3[CH3:36])[N:24]=1. (6) Given the reactants [Br:1][C:2]1[N:3]=[C:4]2[CH:10]=[CH:9][NH:8][C:5]2=[N:6][CH:7]=1.[Cl-].C([Al+]CC)C.[CH3:17][C:18]1([C:24](Cl)=[O:25])[CH2:23][CH2:22][CH2:21][CH2:20][CH2:19]1, predict the reaction product. The product is: [Br:1][C:2]1[N:3]=[C:4]2[C:10]([C:24]([C:18]3([CH3:17])[CH2:23][CH2:22][CH2:21][CH2:20][CH2:19]3)=[O:25])=[CH:9][NH:8][C:5]2=[N:6][CH:7]=1. (7) Given the reactants B(O)O.Cl[C:5]1[CH:10]=[CH:9][C:8]([N+:11]([O-:13])=[O:12])=[C:7]([CH3:14])[CH:6]=1.[C:15]([O-:18])([O-])=O.[Na+].[Na+], predict the reaction product. The product is: [CH3:14][C:7]1[CH:6]=[C:5]([C:5]2[CH:10]=[CH:9][C:15]([OH:18])=[CH:7][CH:6]=2)[CH:10]=[CH:9][C:8]=1[N+:11]([O-:13])=[O:12]. (8) Given the reactants [CH3:1][C:2]1([CH3:11])[C:10]2[C:5](=[CH:6][CH:7]=[CH:8][CH:9]=2)[NH:4][CH2:3]1.[CH3:12][N:13]1[CH2:18][CH2:17][C:16](=O)[CH2:15][CH2:14]1.[BH-](OC(C)=O)(OC(C)=O)OC(C)=O.[Na+].[OH-].[Na+], predict the reaction product. The product is: [CH3:1][C:2]1([CH3:11])[C:10]2[C:5](=[CH:6][CH:7]=[CH:8][CH:9]=2)[N:4]([CH:16]2[CH2:17][CH2:18][N:13]([CH3:12])[CH2:14][CH2:15]2)[CH2:3]1.